From a dataset of Full USPTO retrosynthesis dataset with 1.9M reactions from patents (1976-2016). Predict the reactants needed to synthesize the given product. (1) Given the product [Cl:13][C:14]([Cl:18])([Cl:17])[C:15](=[NH:16])[O:12][C:9]([C:3]1[CH:8]=[CH:7][CH:6]=[CH:5][CH:4]=1)([CH3:11])[CH3:10], predict the reactants needed to synthesize it. The reactants are: [H-].[Na+].[C:3]1([C:9]([OH:12])([CH3:11])[CH3:10])[CH:8]=[CH:7][CH:6]=[CH:5][CH:4]=1.[Cl:13][C:14]([Cl:18])([Cl:17])[C:15]#[N:16].CO. (2) Given the product [C:1]([O:5][C:6]([NH:8][C@H:9]([CH2:27][C:28]1[CH:33]=[C:32]([F:34])[CH:31]=[CH:30][C:29]=1[F:35])[CH2:10][C:11]([N:13]1[CH2:18][CH2:17][N:16]2[CH:19]=[C:20]([C:22]([OH:24])=[O:23])[N:21]=[C:15]2[CH2:14]1)=[O:12])=[O:7])([CH3:4])([CH3:2])[CH3:3], predict the reactants needed to synthesize it. The reactants are: [C:1]([O:5][C:6]([NH:8][C@H:9]([CH2:27][C:28]1[CH:33]=[C:32]([F:34])[CH:31]=[CH:30][C:29]=1[F:35])[CH2:10][C:11]([N:13]1[CH2:18][CH2:17][N:16]2[CH:19]=[C:20]([C:22]([O:24]CC)=[O:23])[N:21]=[C:15]2[CH2:14]1)=[O:12])=[O:7])([CH3:4])([CH3:3])[CH3:2].[OH-].[Li+]. (3) Given the product [CH2:1]([O:3][CH:4]([N:6]1[C:10]2[S:11][C:12]([C:14]([OH:16])=[O:15])=[CH:13][C:9]=2[C:8]([C:19]2[NH:20][C:21]3[C:26]([CH:27]=2)=[CH:25][CH:24]=[CH:23][CH:22]=3)=[N:7]1)[CH3:5])[CH3:2], predict the reactants needed to synthesize it. The reactants are: [CH2:1]([O:3][CH:4]([N:6]1[C:10]2[S:11][C:12]([C:14]([O:16]CC)=[O:15])=[CH:13][C:9]=2[C:8]([C:19]2[NH:20][C:21]3[C:26]([CH:27]=2)=[CH:25][CH:24]=[CH:23][CH:22]=3)=[N:7]1)[CH3:5])[CH3:2].[OH-].[Na+]. (4) Given the product [F:34][C:33]([F:36])([F:35])[S:30]([O:22][C:19]1[CH2:18][CH2:17][N:16]([C:13](=[O:15])[CH3:14])[CH2:21][CH:20]=1)(=[O:32])=[O:31], predict the reactants needed to synthesize it. The reactants are: C(NC(C)C)(C)C.C([Li])CCC.[C:13]([N:16]1[CH2:21][CH2:20][C:19](=[O:22])[CH2:18][CH2:17]1)(=[O:15])[CH3:14].C1C=CC(N[S:30]([C:33]([F:36])([F:35])[F:34])(=[O:32])=[O:31])=CC=1. (5) Given the product [CH3:1][C:2]1([CH3:37])[C:10]2[C:5](=[CH:6][C:7]([NH:11][C:12](=[O:13])[C:14]3[CH:19]=[CH:18][CH:17]=[N:16][C:15]=3[NH:20][C:21]3[CH:29]=[C:28]4[C:24]([CH:25]=[N:26][NH:27]4)=[CH:23][CH:22]=3)=[CH:8][CH:9]=2)[N:4]([CH2:30][CH:31]2[CH2:36][CH2:35][N:34]([CH3:41])[CH2:33][CH2:32]2)[CH2:3]1, predict the reactants needed to synthesize it. The reactants are: [CH3:1][C:2]1([CH3:37])[C:10]2[C:5](=[CH:6][C:7]([NH:11][C:12]([C:14]3[C:15]([NH:20][C:21]4[CH:29]=[C:28]5[C:24]([CH:25]=[N:26][NH:27]5)=[CH:23][CH:22]=4)=[N:16][CH:17]=[CH:18][CH:19]=3)=[O:13])=[CH:8][CH:9]=2)[N:4]([CH2:30][CH:31]2[CH2:36][CH2:35][NH:34][CH2:33][CH2:32]2)[CH2:3]1.C=O.[BH3-][C:41]#N.[Na+]. (6) Given the product [OH:8][CH2:9][C:10]1[N:14]([CH2:11][CH2:12][CH3:13])[C:15]([SH:16])=[N:3][N:2]=1, predict the reactants needed to synthesize it. The reactants are: O.[NH2:2][NH2:3].C([O:8][CH2:9][CH3:10])(=O)CO.[CH2:11]([N:14]=[C:15]=[S:16])[CH2:12][CH3:13].[OH-].[Na+].Cl. (7) Given the product [CH:1]([C:3]1[CH:8]=[CH:7][CH:6]=[CH:5][C:4]=1[N:9]([CH3:25])[S:10]([C:13]1[CH:18]=[CH:17][C:16]([C:19]([F:22])([F:20])[F:21])=[CH:15][CH:14]=1)(=[O:12])=[O:11])=[O:2], predict the reactants needed to synthesize it. The reactants are: [CH:1]([C:3]1[CH:8]=[CH:7][CH:6]=[CH:5][C:4]=1[NH:9][S:10]([C:13]1[CH:18]=[CH:17][C:16]([C:19]([F:22])([F:21])[F:20])=[CH:15][CH:14]=1)(=[O:12])=[O:11])=[O:2].[OH-].[Na+].[CH3:25]OS(OC)(=O)=O.